This data is from Forward reaction prediction with 1.9M reactions from USPTO patents (1976-2016). The task is: Predict the product of the given reaction. (1) Given the reactants [CH3:1][O:2][C:3]1[C:4]2[N:5]([N:15]=[CH:16][C:17]=2[CH:18]=[O:19])[CH:6]=[C:7]([C:9]2[CH:10]=[N:11][N:12]([CH3:14])[CH:13]=2)[CH:8]=1.P([O-])(O)(O)=[O:21].[Na+].CC(=CC)C.Cl([O-])=O.[Na+], predict the reaction product. The product is: [CH3:1][O:2][C:3]1[C:4]2[N:5]([N:15]=[CH:16][C:17]=2[C:18]([OH:21])=[O:19])[CH:6]=[C:7]([C:9]2[CH:10]=[N:11][N:12]([CH3:14])[CH:13]=2)[CH:8]=1. (2) Given the reactants [C:1]([O:9]CC)(=[O:8])[CH2:2][C:3](OCC)=O.[H-].[Na+].ClC[C:16]1[CH:17]=[N:18][O:19][C:20]=1[C:21]1[S:22][C:23]([Cl:26])=[CH:24][CH:25]=1.Cl, predict the reaction product. The product is: [Cl:26][C:23]1[S:22][C:21]([C:20]2[O:19][N:18]=[CH:17][C:16]=2[CH2:3][CH2:2][C:1]([OH:9])=[O:8])=[CH:25][CH:24]=1.